Dataset: Reaction yield outcomes from USPTO patents with 853,638 reactions. Task: Predict the reaction yield, written as a fraction of the theoretical maximum amount of product (1.0 means a 100% yield; for example, 0.34 means a 34% yield). (1) The reactants are Br[C:2]1[C:3]2[C:4]3[CH:17]=[CH:16][S:15][C:5]=3[C:6](=[O:14])[NH:7][C:8]=2[CH:9]=[CH:10][C:11]=1[O:12][CH3:13].[OH:18][CH2:19][CH2:20][NH:21][S:22]([C:25]1[CH:30]=[CH:29][C:28](B2OC(C)(C)C(C)(C)O2)=[CH:27][CH:26]=1)(=[O:24])=[O:23]. No catalyst specified. The product is [OH:18][CH2:19][CH2:20][NH:21][S:22]([C:25]1[CH:30]=[CH:29][C:28]([C:2]2[C:3]3[C:4]4[CH:17]=[CH:16][S:15][C:5]=4[C:6](=[O:14])[NH:7][C:8]=3[CH:9]=[CH:10][C:11]=2[O:12][CH3:13])=[CH:27][CH:26]=1)(=[O:24])=[O:23]. The yield is 0.200. (2) The reactants are C([O:9][CH:10]1[CH2:15][CH2:14][C:13]([F:17])([F:16])[CH2:12][CH2:11]1)(=O)C1C=CC=CC=1.[OH-].[Na+].C(O)C.C(OCC)(=O)C. The catalyst is O. The product is [F:16][C:13]1([F:17])[CH2:14][CH2:15][CH:10]([OH:9])[CH2:11][CH2:12]1. The yield is 0.900. (3) The reactants are [CH3:1][S:2]([C:5]1[CH:6]=[CH:7][C:8]([O:14][CH:15]([C:18]([F:21])([F:20])[F:19])[CH2:16][CH3:17])=[C:9]([CH:13]=1)[C:10]([OH:12])=O)(=[O:4])=[O:3].Cl.[F:23][C:24]([F:37])([F:36])[C:25]1[S:29][C:28]([N:30]2[CH2:35][CH2:34][NH:33][CH2:32][CH2:31]2)=[N:27][CH:26]=1. No catalyst specified. The product is [CH3:1][S:2]([C:5]1[CH:6]=[CH:7][C:8]([O:14][CH:15]([C:18]([F:21])([F:20])[F:19])[CH2:16][CH3:17])=[C:9]([C:10]([N:33]2[CH2:34][CH2:35][N:30]([C:28]3[S:29][C:25]([C:24]([F:37])([F:23])[F:36])=[CH:26][N:27]=3)[CH2:31][CH2:32]2)=[O:12])[CH:13]=1)(=[O:3])=[O:4]. The yield is 0.110. (4) The reactants are [O:1]=[C:2]1[C:10]2([C:22]3[C:13](=[CH:14][C:15]4[O:20][CH2:19][CH2:18][O:17][C:16]=4[CH:21]=3)[O:12][CH2:11]2)[C:9]2[C:4](=[CH:5][CH:6]=[CH:7][CH:8]=2)[N:3]1[CH2:23][C:24]1[O:28][C:27]([C:29]([OH:31])=O)=[CH:26][CH:25]=1.Cl.[CH3:33][NH:34][CH3:35].Cl.CN(C)CCCN=C=NCC.O.ON1C2C=CC=CC=2N=N1.CN1CCOCC1. The catalyst is CN(C)C=O. The product is [CH3:33][N:34]([CH3:35])[C:29]([C:27]1[O:28][C:24]([CH2:23][N:3]2[C:4]3[C:9](=[CH:8][CH:7]=[CH:6][CH:5]=3)[C:10]3([C:22]4[C:13](=[CH:14][C:15]5[O:20][CH2:19][CH2:18][O:17][C:16]=5[CH:21]=4)[O:12][CH2:11]3)[C:2]2=[O:1])=[CH:25][CH:26]=1)=[O:31]. The yield is 0.770. (5) The reactants are C[Si](C)(C)[C:3]#[C:4][C:5]1[CH:12]=[CH:11][CH:10]=[CH:9][C:6]=1[C:7]#[N:8].[F-].C([N+](CCCC)(CCCC)CCCC)CCC. No catalyst specified. The product is [C:4]([C:5]1[CH:12]=[CH:11][CH:10]=[CH:9][C:6]=1[C:7]#[N:8])#[CH:3]. The yield is 0.970.